Dataset: Forward reaction prediction with 1.9M reactions from USPTO patents (1976-2016). Task: Predict the product of the given reaction. (1) Given the reactants [N:1]1[N:2]=[CH:3][N:4]2[CH:9]=[C:8]([CH:10]3[CH2:15][CH2:14][N:13](C(OC(C)(C)C)=O)[CH2:12][CH2:11]3)[CH:7]=[CH:6][C:5]=12.C(O)(C(F)(F)F)=O, predict the reaction product. The product is: [NH:13]1[CH2:12][CH2:11][CH:10]([C:8]2[CH:7]=[CH:6][C:5]3[N:4]([CH:3]=[N:2][N:1]=3)[CH:9]=2)[CH2:15][CH2:14]1. (2) The product is: [CH3:1][O:2][C:3]1[CH:4]=[C:5]([N:12]2[CH2:17][CH2:16][N:15]([CH2:18][CH:19]([CH3:22])[CH3:20])[CH2:14][CH2:13]2)[CH:6]=[CH:7][C:8]=1[N+:9]([O-:11])=[O:10]. Given the reactants [CH3:1][O:2][C:3]1[CH:4]=[C:5]([N:12]2[CH2:17][CH2:16][NH:15][CH2:14][CH2:13]2)[CH:6]=[CH:7][C:8]=1[N+:9]([O-:11])=[O:10].[CH3:18][CH:19]([CH3:22])[CH2:20]I.C(=O)([O-])[O-].[K+].[K+], predict the reaction product.